Dataset: Catalyst prediction with 721,799 reactions and 888 catalyst types from USPTO. Task: Predict which catalyst facilitates the given reaction. Reactant: [CH3:1][O:2][C:3]1[CH:8]=[CH:7][CH:6]=[CH:5][C:4]=1[OH:9].[OH-].[Na+].[CH2:12]([CH:14]1[O:16][CH2:15]1)Cl. Product: [CH3:1][O:2][C:3]1[CH:8]=[CH:7][CH:6]=[CH:5][C:4]=1[O:9][CH2:12][CH:14]1[O:16][CH2:15]1. The catalyst class is: 6.